Dataset: Catalyst prediction with 721,799 reactions and 888 catalyst types from USPTO. Task: Predict which catalyst facilitates the given reaction. Reactant: [F:1][C:2]1[CH:3]=[N:4][CH:5]=[CH:6][C:7]=1[C:8]1[CH:9]=[C:10]2[N:22]=[C:21]([NH:23]C(=O)OCC)[NH:20][C:11]2=[N:12][C:13]=1[C:14]1[CH:15]=[N:16][CH:17]=[CH:18][CH:19]=1.[OH-].[K+]. Product: [F:1][C:2]1[CH:3]=[N:4][CH:5]=[CH:6][C:7]=1[C:8]1[CH:9]=[C:10]2[N:22]=[C:21]([NH2:23])[NH:20][C:11]2=[N:12][C:13]=1[C:14]1[CH:15]=[N:16][CH:17]=[CH:18][CH:19]=1. The catalyst class is: 41.